This data is from Full USPTO retrosynthesis dataset with 1.9M reactions from patents (1976-2016). The task is: Predict the reactants needed to synthesize the given product. Given the product [CH3:22][O:23][C:24]1[CH:29]=[CH:28][C:27]([C:2]2[C:3]([C:16]3[CH:17]=[CH:18][CH:19]=[CH:20][CH:21]=3)=[N:4][C:5]3[C:10]([N:11]=2)=[CH:9][C:8]([C:12]([OH:14])=[O:13])=[CH:7][CH:6]=3)=[CH:26][CH:25]=1, predict the reactants needed to synthesize it. The reactants are: Br[C:2]1[C:3]([C:16]2[CH:21]=[CH:20][CH:19]=[CH:18][CH:17]=2)=[N:4][C:5]2[C:10]([N:11]=1)=[CH:9][C:8]([C:12]([O:14]C)=[O:13])=[CH:7][CH:6]=2.[CH3:22][O:23][C:24]1[CH:29]=[CH:28][C:27](B(O)O)=[CH:26][CH:25]=1.